From a dataset of Forward reaction prediction with 1.9M reactions from USPTO patents (1976-2016). Predict the product of the given reaction. (1) Given the reactants [Br:1][C:2]1[CH:3]=[N:4][CH:5]=[CH:6][C:7]=1[CH:8]=[CH:9][CH2:10][CH2:11][CH2:12][CH3:13], predict the reaction product. The product is: [Br:1][C:2]1[CH:3]=[N:4][CH:5]=[CH:6][C:7]=1[CH2:8][CH2:9][CH2:10][CH2:11][CH2:12][CH3:13]. (2) Given the reactants [NH2:1][C:2]1[CH:3]=[C:4]([CH:15]=[CH:16][C:17]=1[O:18][C:19]([F:22])([F:21])[F:20])[C:5]([NH:7][C:8]1[CH:9]=[N:10][C:11](Cl)=[CH:12][CH:13]=1)=[O:6].[F:23][C:24]1[CH:29]=[CH:28][CH:27]=[CH:26][C:25]=1B(O)O.C(=O)([O-])[O-].[K+].[K+], predict the reaction product. The product is: [NH2:1][C:2]1[CH:3]=[C:4]([CH:15]=[CH:16][C:17]=1[O:18][C:19]([F:22])([F:21])[F:20])[C:5]([NH:7][C:8]1[CH:9]=[N:10][C:11]([C:25]2[CH:26]=[CH:27][CH:28]=[CH:29][C:24]=2[F:23])=[CH:12][CH:13]=1)=[O:6]. (3) Given the reactants Br[C:2]1[CH:7]=[CH:6][C:5]([C@@H:8]([N:10]2[CH2:15][CH2:14][C@:13]([CH2:22][C:23]([OH:26])([CH3:25])[CH3:24])([C:16]3[CH:21]=[CH:20][CH:19]=[CH:18][CH:17]=3)[O:12][C:11]2=[O:27])[CH3:9])=[CH:4][CH:3]=1.Cl[C:29]1[CH:34]=[CH:33][N:32]=[C:31]([CH3:35])[N:30]=1, predict the reaction product. The product is: [OH:26][C:23]([CH3:25])([CH3:24])[CH2:22][C@@:13]1([C:16]2[CH:21]=[CH:20][CH:19]=[CH:18][CH:17]=2)[O:12][C:11](=[O:27])[N:10]([C@H:8]([C:5]2[CH:6]=[CH:7][C:2]([C:29]3[CH:34]=[CH:33][N:32]=[C:31]([CH3:35])[N:30]=3)=[CH:3][CH:4]=2)[CH3:9])[CH2:15][CH2:14]1. (4) Given the reactants [F:1][C:2]1([F:17])[CH2:7][CH2:6][CH:5]([CH2:8][NH:9]C(=O)OC(C)(C)C)[CH2:4][CH2:3]1.C([SiH](CC)CC)C.[F:25][C:26]([F:31])([F:30])[C:27]([OH:29])=[O:28], predict the reaction product. The product is: [F:1][C:2]1([F:17])[CH2:7][CH2:6][CH:5]([CH2:8][NH2:9])[CH2:4][CH2:3]1.[C:27]([OH:29])([C:26]([F:31])([F:30])[F:25])=[O:28]. (5) Given the reactants [CH3:1][O:2][C:3](=[O:26])[C@@H:4]([O:23][CH2:24][CH3:25])[C@@H:5]([C:7]1[C:12]([CH3:13])=[CH:11][C:10]([O:14][CH2:15][C:16]2[CH:21]=[CH:20][CH:19]=[CH:18][CH:17]=2)=[CH:9][C:8]=1[CH3:22])O.C([SiH](CC)CC)C, predict the reaction product. The product is: [CH3:1][O:2][C:3](=[O:26])[C@@H:4]([O:23][CH2:24][CH3:25])[CH2:5][C:7]1[C:8]([CH3:22])=[CH:9][C:10]([O:14][CH2:15][C:16]2[CH:21]=[CH:20][CH:19]=[CH:18][CH:17]=2)=[CH:11][C:12]=1[CH3:13].